This data is from Catalyst prediction with 721,799 reactions and 888 catalyst types from USPTO. The task is: Predict which catalyst facilitates the given reaction. Reactant: [Br:1]N1C(=O)NC(=O)N(Br)C1=O.CN(C=O)C.[F:17][C:18]1[C:23]([OH:24])=[C:22]([CH:25]=[O:26])[CH:21]=[CH:20][C:19]=1[C:27]1[CH:32]=[CH:31][C:30]([F:33])=[CH:29][CH:28]=1. Product: [Br:1][C:20]1[C:19]([C:27]2[CH:32]=[CH:31][C:30]([F:33])=[CH:29][CH:28]=2)=[C:18]([F:17])[C:23]([OH:24])=[C:22]([CH:25]=[O:26])[CH:21]=1. The catalyst class is: 6.